Dataset: Catalyst prediction with 721,799 reactions and 888 catalyst types from USPTO. Task: Predict which catalyst facilitates the given reaction. (1) Reactant: [OH:1][C:2]1[C:11]2[C:6](=[C:7]([Br:16])[CH:8]=[C:9]([CH:12]([CH2:14][CH3:15])[CH3:13])[CH:10]=2)[N:5]=[C:4]([CH3:17])[C:3]=1[CH3:18].[H-].[Na+].[CH2:21](Br)[C:22]1[CH:27]=[CH:26][CH:25]=[CH:24][CH:23]=1.O. Product: [CH2:21]([O:1][C:2]1[C:11]2[C:6](=[C:7]([Br:16])[CH:8]=[C:9]([CH:12]([CH2:14][CH3:15])[CH3:13])[CH:10]=2)[N:5]=[C:4]([CH3:17])[C:3]=1[CH3:18])[C:22]1[CH:27]=[CH:26][CH:25]=[CH:24][CH:23]=1. The catalyst class is: 9. (2) Reactant: [CH2:1]([N:5]([CH2:20][CH2:21][CH2:22][CH3:23])[C:6]1[CH:11]=[CH:10][C:9]([CH:12]=[CH:13][CH:14]=[CH:15][CH:16]=O)=[C:8]([O:18][CH3:19])[CH:7]=1)[CH2:2][CH2:3][CH3:4].[C:24]([C:26]1[C:27](=[C:37]([C:40]#[N:41])[C:38]#[N:39])[O:28][C:29]([CH3:36])([C:32]([F:35])([F:34])[F:33])[C:30]=1[CH3:31])#[N:25]. The catalyst class is: 8. Product: [CH2:1]([N:5]([CH2:20][CH2:21][CH2:22][CH3:23])[C:6]1[CH:11]=[CH:10][C:9]([CH:12]=[CH:13][CH:14]=[CH:15][CH:16]=[CH:31][C:30]2[C:29]([CH3:36])([C:32]([F:35])([F:33])[F:34])[O:28][C:27](=[C:37]([C:40]#[N:41])[C:38]#[N:39])[C:26]=2[C:24]#[N:25])=[C:8]([O:18][CH3:19])[CH:7]=1)[CH2:2][CH2:3][CH3:4]. (3) Reactant: C([O:9][C@H:10]1[C@@H:15]([O:16]C(=O)C2C=CC=CC=2)[C@H:14]([O:25]C(=O)C2C=CC=CC=2)[C@@H:13]([CH2:34][O:35]C(=O)C2C=CC=CC=2)[O:12][C@@H:11]1[O:44][C@H:45]1[C@H:56]([O:57][CH2:58][C:59]2[CH:64]=[CH:63][CH:62]=[CH:61][CH:60]=2)[C@@H:55]([CH2:65][O:66][C@H:67]2[O:99][C@H:98]([CH2:100][O:101]C(=O)C3C=CC=CC=3)[C@@H:88]([O:89]C(=O)C3C=CC=CC=3)[C@H:78]([O:79]C(=O)C3C=CC=CC=3)[C@@H:68]2[O:69]C(=O)C2C=CC=CC=2)[O:54][C@@H:47]([O:48][CH2:49][CH2:50][N:51]=[N+:52]=[N-:53])[C@@H:46]1[F:110])(=O)C1C=CC=CC=1.O(C)[Na]. Product: [C@H:11]1([O:44][C@H:45]2[C@H:56]([O:57][CH2:58][C:59]3[CH:60]=[CH:61][CH:62]=[CH:63][CH:64]=3)[C@@H:55]([CH2:65][O:66][C@H:67]3[O:99][C@H:98]([CH2:100][OH:101])[C@@H:88]([OH:89])[C@H:78]([OH:79])[C@@H:68]3[OH:69])[O:54][C@@H:47]([O:48][CH2:49][CH2:50][N:51]=[N+:52]=[N-:53])[C@@H:46]2[F:110])[O:12][C@H:13]([CH2:34][OH:35])[C@@H:14]([OH:25])[C@H:15]([OH:16])[C@@H:10]1[OH:9]. The catalyst class is: 5. (4) Reactant: Br[C:2]1[C:10]2[C:9]([NH:11][C@H:12]([C:14]3[N:19]([C:20]4[CH:25]=[CH:24][CH:23]=[CH:22][CH:21]=4)[C:18](=[O:26])[C:17]4=[C:27]([CH3:30])[CH:28]=[CH:29][N:16]4[N:15]=3)[CH3:13])=[N:8][CH:7]=[N:6][C:5]=2[N:4]([CH2:31][O:32][CH2:33][CH2:34][Si:35]([CH3:38])([CH3:37])[CH3:36])[CH:3]=1.[CH3:39][C:40]1[O:41][C:42]([C:45]2[CH:50]=[CH:49][CH:48]=[C:47](B3OC(C)(C)C(C)(C)O3)[CH:46]=2)=[N:43][N:44]=1.C(=O)([O-])[O-].[Na+].[Na+]. Product: [CH3:30][C:27]1[CH:28]=[CH:29][N:16]2[C:17]=1[C:18](=[O:26])[N:19]([C:20]1[CH:25]=[CH:24][CH:23]=[CH:22][CH:21]=1)[C:14]([C@@H:12]([NH:11][C:9]1[C:10]3[C:2]([C:49]4[CH:48]=[CH:47][CH:46]=[C:45]([C:42]5[O:41][C:40]([CH3:39])=[N:44][N:43]=5)[CH:50]=4)=[CH:3][N:4]([CH2:31][O:32][CH2:33][CH2:34][Si:35]([CH3:36])([CH3:38])[CH3:37])[C:5]=3[N:6]=[CH:7][N:8]=1)[CH3:13])=[N:15]2. The catalyst class is: 73.